From a dataset of Full USPTO retrosynthesis dataset with 1.9M reactions from patents (1976-2016). Predict the reactants needed to synthesize the given product. (1) Given the product [Cl:1][C:2]1[CH:7]=[CH:6][C:5]([NH:8][C:9]([NH:11][C:12]2[CH:17]=[CH:16][C:15]([O:18][C:19]3[CH:24]=[CH:23][N:22]=[C:21]([C:25]4[NH:33][N:32]=[N:31][N:26]=4)[CH:20]=3)=[CH:14][CH:13]=2)=[O:10])=[CH:4][C:3]=1[C:27]([F:30])([F:28])[F:29], predict the reactants needed to synthesize it. The reactants are: [Cl:1][C:2]1[CH:7]=[CH:6][C:5]([NH:8][C:9]([NH:11][C:12]2[CH:17]=[CH:16][C:15]([O:18][C:19]3[CH:24]=[CH:23][N:22]=[C:21]([C:25]#[N:26])[CH:20]=3)=[CH:14][CH:13]=2)=[O:10])=[CH:4][C:3]=1[C:27]([F:30])([F:29])[F:28].[N-:31]=[N+:32]=[N-:33].[Na+].Cl.C(N(CC)CC)C. (2) Given the product [CH3:18][O:17][C:12]1[CH:13]=[CH:14][CH:15]=[CH:16][C:11]=1[C:4]1[CH:5]=[CH:6][N:1]=[CH:2][CH:3]=1, predict the reactants needed to synthesize it. The reactants are: [N:1]1[CH:6]=[CH:5][C:4](B(O)O)=[CH:3][CH:2]=1.Br[C:11]1[CH:16]=[CH:15][CH:14]=[CH:13][C:12]=1[O:17][CH3:18].O. (3) Given the product [N+:17]([C:3]1[CH:4]=[C:5]([C:21]2[CH:22]=[N:23][CH:24]=[CH:25][CH:26]=2)[CH:6]=[CH:7][C:2]=1[NH2:1])([O-:19])=[O:18], predict the reactants needed to synthesize it. The reactants are: [NH2:1][C:2]1[CH:7]=[CH:6][C:5](B2OC(C)(C)C(C)(C)O2)=[CH:4][C:3]=1[N+:17]([O-:19])=[O:18].Br[C:21]1[CH:22]=[N:23][CH:24]=[CH:25][CH:26]=1.C(=O)([O-])[O-].[Cs+].[Cs+]. (4) Given the product [CH3:1][C:2]1([CH3:19])[CH2:11][C:6]2([O:10][CH2:9][CH2:8][O:7]2)[CH2:5][CH:4]([C:12]([O:14][CH2:15][CH2:16][CH2:17][CH3:18])=[O:13])[O:3]1, predict the reactants needed to synthesize it. The reactants are: [CH3:1][C:2]1([CH3:19])[CH2:11][C:6]2([O:10][CH2:9][CH2:8][O:7]2)[CH:5]=[C:4]([C:12]([O:14][CH2:15][CH2:16][CH2:17][CH3:18])=[O:13])[O:3]1.OCC1(OC[C@@H](O)[C@@H](O)[C@H]1O)O.[H][H]. (5) Given the product [F:14][C:15]1[CH:23]=[CH:22][CH:21]=[C:20]2[C:16]=1[C:17]([CH2:24][NH:6][CH3:5])=[CH:18][NH:19]2, predict the reactants needed to synthesize it. The reactants are: BrC1C=C[C:5](NCC(OC)=O)=[N:6]C=1.[F:14][C:15]1[CH:23]=[CH:22][CH:21]=[C:20]2[C:16]=1[C:17]([CH:24]=O)=[CH:18][NH:19]2.CN1C2C(=CC=CC=2)C(C)=C1C=O. (6) Given the product [OH:23][C:20]([C:17]1[CH:18]=[CH:19][C:14]([C:13]([NH:12][C:4]2[CH:3]=[C:2]([N:25]3[CH2:30][CH2:29][CH2:28][CH2:27][CH2:26]3)[N:7]3[N:8]=[C:9]([CH3:11])[CH:10]=[C:6]3[N:5]=2)=[O:24])=[CH:15][CH:16]=1)([CH3:22])[CH3:21], predict the reactants needed to synthesize it. The reactants are: Cl[C:2]1[N:7]2[N:8]=[C:9]([CH3:11])[CH:10]=[C:6]2[N:5]=[C:4]([NH:12][C:13](=[O:24])[C:14]2[CH:19]=[CH:18][C:17]([C:20]([OH:23])([CH3:22])[CH3:21])=[CH:16][CH:15]=2)[CH:3]=1.[NH:25]1[CH2:30][CH2:29][CH2:28][CH2:27][CH2:26]1. (7) The reactants are: Br[CH2:2][C:3]1[C:8]([CH3:9])=[C:7]([CH2:10]Br)[C:6]([CH3:12])=[C:5]([CH2:13]Br)[C:4]=1[CH3:15].[CH3:16][C:17]([O-:19])=[O:18].[Na+].[C:21]([OH:24])(=[O:23])[CH3:22]. Given the product [C:17]([O:19][CH2:2][C:3]1[C:8]([CH3:9])=[C:7]([CH2:10][O:23][C:21](=[O:24])[CH3:22])[C:6]([CH3:12])=[C:5]([CH2:13][O:19][C:17](=[O:18])[CH3:16])[C:4]=1[CH3:15])(=[O:18])[CH3:16], predict the reactants needed to synthesize it. (8) Given the product [CH3:24][O:23][C:22]1[CH:21]=[CH:20][C:19]([NH:25][C:26](=[O:48])[CH2:27][N:28]2[CH:32]=[C:31]([O:33][C:34]3[C:43]4[C:38](=[CH:39][C:40]([O:46][CH3:47])=[C:41]([O:44][CH3:45])[CH:42]=4)[N:37]=[CH:36][N:35]=3)[CH:30]=[N:29]2)=[CH:18][C:17]=1[CH2:15][NH:52][CH2:51][C:50]([CH3:53])=[CH2:49], predict the reactants needed to synthesize it. The reactants are: C(O[BH-](OC(=O)C)OC(=O)C)(=O)C.[Na+].[CH:15]([C:17]1[CH:18]=[C:19]([NH:25][C:26](=[O:48])[CH2:27][N:28]2[CH:32]=[C:31]([O:33][C:34]3[C:43]4[C:38](=[CH:39][C:40]([O:46][CH3:47])=[C:41]([O:44][CH3:45])[CH:42]=4)[N:37]=[CH:36][N:35]=3)[CH:30]=[N:29]2)[CH:20]=[CH:21][C:22]=1[O:23][CH3:24])=O.[CH3:49][C:50](=[CH2:53])[CH2:51][NH2:52].CO. (9) Given the product [CH2:1]([O:8][CH2:9][C@H:10]1[O:11][C@@H:12]([CH3:17])[CH2:13][NH:14][CH2:15]1)[C:2]1[CH:3]=[CH:4][CH:5]=[CH:6][CH:7]=1, predict the reactants needed to synthesize it. The reactants are: [CH2:1]([O:8][CH2:9][C@@H:10]1[CH2:15][NH:14][C:13](=O)[C@H:12]([CH3:17])[O:11]1)[C:2]1[CH:7]=[CH:6][CH:5]=[CH:4][CH:3]=1.[AlH4-].[OH-].[Na+].O=[Si]=O.